Dataset: Catalyst prediction with 721,799 reactions and 888 catalyst types from USPTO. Task: Predict which catalyst facilitates the given reaction. (1) Reactant: [Si]([O:8][CH2:9][CH2:10][C:11]1[CH:16]=[CH:15][N:14]=[C:13]([C:17]#[N:18])[CH:12]=1)(C(C)(C)C)(C)C.[F-].C([N+](CCCC)(CCCC)CCCC)CCC. Product: [C:17]([C:13]1[CH:12]=[C:11]([CH2:10][CH2:9][OH:8])[CH:16]=[CH:15][N:14]=1)#[N:18]. The catalyst class is: 69. (2) Reactant: O=[C:2]([CH:4]=[C:5]([CH3:7])[CH3:6])[CH3:3].[C:8]1([S:14]([C:17]#[N:18])(=[O:16])=[O:15])[CH:13]=[CH:12][CH:11]=[CH:10][CH:9]=1.C1(C)C=CC=CC=1.B(OCCCC)(OCCCC)OCCCC. Product: [C:8]1([S:14]([C:17]2[CH:6]=[C:5]([CH3:7])[CH:4]=[C:2]([CH3:3])[N:18]=2)(=[O:15])=[O:16])[CH:9]=[CH:10][CH:11]=[CH:12][CH:13]=1. The catalyst class is: 51. (3) Reactant: [C:1]([O:5][C:6]([NH:8][CH2:9][C@H:10]1[CH2:15][CH2:14][C@H:13]([C:16]([NH:18][C@H:19]([C:37](=[O:50])[NH:38][C:39]2[CH:44]=[CH:43][C:42]([C:45]3[N:46]=[N:47][NH:48][N:49]=3)=[CH:41][CH:40]=2)[CH2:20][C:21]2[CH:26]=[CH:25][C:24]([C:27]3[CH:32]=[CH:31][C:30]([C:33](O)=[O:34])=[CH:29][C:28]=3[CH3:36])=[CH:23][CH:22]=2)=[O:17])[CH2:12][CH2:11]1)=[O:7])([CH3:4])([CH3:3])[CH3:2].[NH2:51][C@H:52]1[CH2:57][CH2:56][C@H:55]([NH:58][C:59](=[O:65])[O:60][C:61]([CH3:64])([CH3:63])[CH3:62])[CH2:54][CH2:53]1.F[P-](F)(F)(F)(F)F.CN(C(ON1C2=NC=CC=C2N=N1)=[N+](C)C)C.C(N(CC)C(C)C)(C)C. Product: [C:61]([O:60][C:59]([NH:58][C@H:55]1[CH2:56][CH2:57][C@H:52]([NH:51][C:33]([C:30]2[CH:31]=[CH:32][C:27]([C:24]3[CH:23]=[CH:22][C:21]([CH2:20][C@H:19]([NH:18][C:16]([C@H:13]4[CH2:14][CH2:15][C@H:10]([CH2:9][NH:8][C:6](=[O:7])[O:5][C:1]([CH3:2])([CH3:3])[CH3:4])[CH2:11][CH2:12]4)=[O:17])[C:37](=[O:50])[NH:38][C:39]4[CH:44]=[CH:43][C:42]([C:45]5[N:46]=[N:47][NH:48][N:49]=5)=[CH:41][CH:40]=4)=[CH:26][CH:25]=3)=[C:28]([CH3:36])[CH:29]=2)=[O:34])[CH2:53][CH2:54]1)=[O:65])([CH3:62])([CH3:64])[CH3:63]. The catalyst class is: 7. (4) Reactant: F[C:2]1[CH:10]=[C:9]([C:11]([F:14])([F:13])[F:12])[CH:8]=[CH:7][C:3]=1[C:4]([NH2:6])=[O:5].C([O-])([O-])=O.[K+].[K+].Cl.[NH:22]1[CH2:27][CH2:26][CH:25]([CH2:28][C:29]([OH:31])=[O:30])[CH2:24][CH2:23]1. Product: [C:4]([C:3]1[CH:7]=[CH:8][C:9]([C:11]([F:14])([F:13])[F:12])=[CH:10][C:2]=1[N:22]1[CH2:27][CH2:26][CH:25]([CH2:28][C:29]([OH:31])=[O:30])[CH2:24][CH2:23]1)(=[O:5])[NH2:6]. The catalyst class is: 376. (5) The catalyst class is: 1. Reactant: C([O:3][C:4]([CH:6]1[CH2:8][CH:7]1[C:9]1[CH:14]=[CH:13][CH:12]=[C:11]([C:15]([F:18])([F:17])[F:16])[CH:10]=1)=O)C.[H-].[Al+3].[Li+].[H-].[H-].[H-]. Product: [F:16][C:15]([F:17])([F:18])[C:11]1[CH:10]=[C:9]([CH:7]2[CH2:8][CH:6]2[CH2:4][OH:3])[CH:14]=[CH:13][CH:12]=1.